Dataset: Catalyst prediction with 721,799 reactions and 888 catalyst types from USPTO. Task: Predict which catalyst facilitates the given reaction. Reactant: C(OC(=O)[NH:10][CH2:11][CH:12]1[CH2:16][C:15]2[CH:17]=[CH:18][CH:19]=[C:20]([C:21]3[CH:22]=[N:23][CH:24]=[CH:25][CH:26]=3)[C:14]=2[O:13]1)C1C=CC=CC=1.C[Si](I)(C)C. Product: [N:23]1[CH:24]=[CH:25][CH:26]=[C:21]([C:20]2[C:14]3[O:13][CH:12]([CH2:11][NH2:10])[CH2:16][C:15]=3[CH:17]=[CH:18][CH:19]=2)[CH:22]=1. The catalyst class is: 5.